This data is from Forward reaction prediction with 1.9M reactions from USPTO patents (1976-2016). The task is: Predict the product of the given reaction. (1) Given the reactants [CH2:1]([N:3]1[CH:7]=[CH:6][N:5]=[CH:4]1)[CH3:2].[F:8][C:9]([F:15])([F:14])[S:10]([OH:13])(=[O:12])=[O:11], predict the reaction product. The product is: [F:8][C:9]([F:15])([F:14])[S:10]([O-:13])(=[O:12])=[O:11].[CH2:1]([N+:3]1[CH:7]=[CH:6][NH:5][CH:4]=1)[CH3:2]. (2) Given the reactants [S:1]1[C:5]2[CH:6]=[CH:7][CH:8]=[CH:9][C:4]=2[N:3]=[C:2]1[NH:10][NH2:11].[C:12](OCC)(=[O:17])[CH2:13][C:14]([CH3:16])=O.O, predict the reaction product. The product is: [S:1]1[C:5]2[CH:6]=[CH:7][CH:8]=[CH:9][C:4]=2[N:3]=[C:2]1[N:10]1[C:12](=[O:17])[CH:13]=[C:14]([CH3:16])[NH:11]1. (3) Given the reactants CO[C:3]([C:5]1[C:6]([OH:30])=[C:7]2[C:12](=[CH:13][N:14]=1)[N:11]([CH2:15][C:16]1[CH:21]=[CH:20][CH:19]=[CH:18][CH:17]=1)[C:10](=[O:22])[C:9]([CH2:23][C:24]1[CH:29]=[CH:28][CH:27]=[CH:26][CH:25]=1)=[CH:8]2)=[O:4].[NH2:31][CH2:32][C:33]([OH:35])=[O:34].C[O-].[Na+], predict the reaction product. The product is: [CH2:15]([N:11]1[C:12]2[C:7](=[C:6]([OH:30])[C:5]([C:3]([NH:31][CH2:32][C:33]([OH:35])=[O:34])=[O:4])=[N:14][CH:13]=2)[CH:8]=[C:9]([CH2:23][C:24]2[CH:29]=[CH:28][CH:27]=[CH:26][CH:25]=2)[C:10]1=[O:22])[C:16]1[CH:17]=[CH:18][CH:19]=[CH:20][CH:21]=1. (4) The product is: [CH2:14]([O:16][C:17](=[O:22])[CH:18]([O:12][C:8]1[CH:9]=[C:10]2[C:5](=[C:6]([F:13])[CH:7]=1)[N:4]=[CH:3][C:2]([Br:1])=[CH:11]2)[S:19][CH3:20])[CH3:15]. Given the reactants [Br:1][C:2]1[CH:3]=[N:4][C:5]2[C:10]([CH:11]=1)=[CH:9][C:8]([OH:12])=[CH:7][C:6]=2[F:13].[CH2:14]([O:16][C:17](=[O:22])[CH:18](Cl)[S:19][CH3:20])[CH3:15], predict the reaction product. (5) Given the reactants [F:1][C:2]1[CH:7]=[CH:6][C:5]([C:8]2[N:9]=[C:10]([CH:13]3[CH2:18][CH2:17][NH:16][CH2:15][CH2:14]3)[NH:11][CH:12]=2)=[CH:4][CH:3]=1.[CH:19]1([CH:25]=O)[CH2:24][CH2:23][CH2:22][CH2:21][CH2:20]1.C(O[BH-](OC(=O)C)OC(=O)C)(=O)C.[Na+].O, predict the reaction product. The product is: [CH:19]1([CH2:25][N:16]2[CH2:17][CH2:18][CH:13]([C:10]3[NH:11][CH:12]=[C:8]([C:5]4[CH:6]=[CH:7][C:2]([F:1])=[CH:3][CH:4]=4)[N:9]=3)[CH2:14][CH2:15]2)[CH2:24][CH2:23][CH2:22][CH2:21][CH2:20]1. (6) Given the reactants C1(P(C2CCCCC2)C2C=CC=CC=2C2C=CC=CC=2)CCCCC1.Br[C:27]1[CH:28]=[C:29]2[C:35]([CH:36]([C:38]3[CH:39]=[C:40]4[C:45](=[CH:46][CH:47]=3)[N:44]=[CH:43][CH:42]=[CH:41]4)[CH3:37])=[N:34][O:33][C:30]2=[N:31][CH:32]=1.C([Sn](CCCC)(CCCC)[C:53]1[N:54]=[CH:55][S:56][CH:57]=1)CCC, predict the reaction product. The product is: [S:56]1[CH:57]=[C:53]([C:27]2[CH:28]=[C:29]3[C:35]([C@@H:36]([C:38]4[CH:39]=[C:40]5[C:45](=[CH:46][CH:47]=4)[N:44]=[CH:43][CH:42]=[CH:41]5)[CH3:37])=[N:34][O:33][C:30]3=[N:31][CH:32]=2)[N:54]=[CH:55]1. (7) Given the reactants [CH3:1][C@:2]1([NH:16][C:17](=[O:23])[O:18][C:19]([CH3:22])([CH3:21])[CH3:20])[CH2:6][C:5](=[O:7])[N:4]([C@@H:8]([C:10]2[CH:15]=[CH:14][CH:13]=[CH:12][CH:11]=2)[CH3:9])[CH2:3]1.CI.[H-].[Na+].[C:28](O)(=O)CC(CC(O)=O)(C(O)=O)O, predict the reaction product. The product is: [CH3:28][N:16]([C@@:2]1([CH3:1])[CH2:6][C:5](=[O:7])[N:4]([C@@H:8]([C:10]2[CH:11]=[CH:12][CH:13]=[CH:14][CH:15]=2)[CH3:9])[CH2:3]1)[C:17](=[O:23])[O:18][C:19]([CH3:22])([CH3:21])[CH3:20].